Dataset: Reaction yield outcomes from USPTO patents with 853,638 reactions. Task: Predict the reaction yield, written as a fraction of the theoretical maximum amount of product (1.0 means a 100% yield; for example, 0.34 means a 34% yield). (1) The reactants are CCN(C(C)C)C(C)C.[S:10]1[CH:14]=[CH:13][CH:12]=[C:11]1[C:15]([NH:17][CH2:18][C:19]([OH:21])=O)=[O:16].C1C=CC2N(O)N=NC=2C=1.CCN=C=NCCCN(C)C.Cl.Cl.[N:45]1([C:51]([C:53]2[CH:58]=[CH:57][CH:56]=[CH:55][C:54]=2[C:59]([F:62])([F:61])[F:60])=[O:52])[CH2:50][CH2:49][NH:48][CH2:47][CH2:46]1. The catalyst is CN(C=O)C.O. The product is [O:21]=[C:19]([N:48]1[CH2:49][CH2:50][N:45]([C:51](=[O:52])[C:53]2[CH:58]=[CH:57][CH:56]=[CH:55][C:54]=2[C:59]([F:62])([F:60])[F:61])[CH2:46][CH2:47]1)[CH2:18][NH:17][C:15]([C:11]1[S:10][CH:14]=[CH:13][CH:12]=1)=[O:16]. The yield is 0.540. (2) The reactants are [Br:1][C:2]1[CH:3]=[C:4]([C:9]2[N:13]([CH3:14])[N:12]=[C:11]([C:15](=O)[CH3:16])[C:10]=2[OH:18])[CH:5]=[CH:6][C:7]=1[F:8].[NH:19]([C:21]([NH:23][C:24]1[CH:32]=[CH:31][C:27]([C:28]([OH:30])=[O:29])=[CH:26][CH:25]=1)=[S:22])[NH2:20].CN(C)C=O. The catalyst is Cl.O. The product is [Br:1][C:2]1[CH:3]=[C:4]([C:9]2[N:13]([CH3:14])[N:12]=[C:11]([C:15](=[N:20][NH:19][C:21]([NH:23][C:24]3[CH:32]=[CH:31][C:27]([C:28]([OH:30])=[O:29])=[CH:26][CH:25]=3)=[S:22])[CH3:16])[C:10]=2[OH:18])[CH:5]=[CH:6][C:7]=1[F:8]. The yield is 0.740. (3) The yield is 0.370. The product is [Cl:18][C:19]1[CH:30]=[CH:29][C:22]([C:23](=[O:24])[C:2]2[CH:7]=[CH:6][C:5]([O:8][CH2:9][CH:10]([CH3:12])[CH3:11])=[CH:4][CH:3]=2)=[CH:21][C:20]=1[S:31]([NH2:32])(=[O:34])=[O:33]. The reactants are Br[C:2]1[CH:7]=[CH:6][C:5]([O:8][CH2:9][CH:10]([CH3:12])[CH3:11])=[CH:4][CH:3]=1.C([Li])CCC.[Cl:18][C:19]1[CH:30]=[CH:29][C:22]([C:23](N(OC)C)=[O:24])=[CH:21][C:20]=1[S:31](=[O:34])(=[O:33])[NH2:32]. The catalyst is O1CCCC1.